Task: Predict the product of the given reaction.. Dataset: Forward reaction prediction with 1.9M reactions from USPTO patents (1976-2016) (1) Given the reactants Br[C:2]1[S:6][N:5]=[C:4]([C:7]([N:9]2[CH2:13][CH2:12][CH2:11][CH:10]2[C:14]2[CH:19]=[CH:18][C:17]([F:20])=[CH:16][CH:15]=2)=[O:8])[CH:3]=1.CC1(C)C(C)(C)OB([C:29]2[CH2:30][CH2:31][O:32][CH2:33][CH:34]=2)O1.C(=O)([O-])[O-].[Cs+].[Cs+], predict the reaction product. The product is: [O:32]1[CH2:31][CH:30]=[C:29]([C:2]2[S:6][N:5]=[C:4]([C:7]([N:9]3[CH2:13][CH2:12][CH2:11][CH:10]3[C:14]3[CH:19]=[CH:18][C:17]([F:20])=[CH:16][CH:15]=3)=[O:8])[CH:3]=2)[CH2:34][CH2:33]1. (2) The product is: [N+:1]([C:4]1[CH:8]=[N:7][N:6]2[C:15]([C:17]3[CH:18]=[CH:19][CH:20]=[CH:21][N:22]=3)=[CH:14][CH:13]=[N:9][C:5]=12)([O-:3])=[O:2]. Given the reactants [N+:1]([C:4]1[CH:8]=[N:7][NH:6][C:5]=1[NH2:9])([O-:3])=[O:2].CN(/[CH:13]=[CH:14]/[C:15]([C:17]1[N:22]=[CH:21][CH:20]=[CH:19][CH:18]=1)=O)C.C(OCC)(=O)C, predict the reaction product. (3) Given the reactants C(N(CC)CC)C.[CH3:8][S:9](Cl)(=[O:11])=[O:10].[F:13][C:14]1[CH:40]=[CH:39][C:17]([O:18][C:19]2[C:33]([CH:34]3[CH2:38][CH2:37][CH2:36][NH:35]3)=[CH:32][C:22]3[NH:23][C:24]([C:26]4[CH:31]=[CH:30][CH:29]=[CH:28][N:27]=4)=[N:25][C:21]=3[CH:20]=2)=[CH:16][CH:15]=1, predict the reaction product. The product is: [F:13][C:14]1[CH:15]=[CH:16][C:17]([O:18][C:19]2[C:33]([CH:34]3[CH2:38][CH2:37][CH2:36][N:35]3[S:9]([CH3:8])(=[O:11])=[O:10])=[CH:32][C:22]3[NH:23][C:24]([C:26]4[CH:31]=[CH:30][CH:29]=[CH:28][N:27]=4)=[N:25][C:21]=3[CH:20]=2)=[CH:39][CH:40]=1. (4) The product is: [O:9]1[CH2:8][CH2:7][CH:6]([CH:2]([NH:1][C:18]([O:17][C:14]([CH3:16])([CH3:15])[C:13]([F:31])([F:30])[F:12])=[O:19])[C:3]([OH:5])=[O:4])[CH2:11][CH2:10]1. Given the reactants [NH2:1][CH:2]([CH:6]1[CH2:11][CH2:10][O:9][CH2:8][CH2:7]1)[C:3]([OH:5])=[O:4].[F:12][C:13]([F:31])([F:30])[C:14]([O:17][C:18](=O)[O:19]C1C=CC([N+]([O-])=O)=CC=1)([CH3:16])[CH3:15].CCN(C(C)C)C(C)C, predict the reaction product.